The task is: Predict the reactants needed to synthesize the given product.. This data is from Full USPTO retrosynthesis dataset with 1.9M reactions from patents (1976-2016). Given the product [CH2:17]([O:10][C:9](=[O:11])[CH2:8][C:3]1[CH:4]=[CH:5][CH:6]=[CH:7][C:2]=1[Br:1])[CH3:18], predict the reactants needed to synthesize it. The reactants are: [Br:1][C:2]1[CH:7]=[CH:6][CH:5]=[CH:4][C:3]=1[CH2:8][C:9]([OH:11])=[O:10].S(=O)(=O)(O)O.[CH3:17][CH2:18]O.